Dataset: Catalyst prediction with 721,799 reactions and 888 catalyst types from USPTO. Task: Predict which catalyst facilitates the given reaction. (1) Reactant: [NH2:1][C:2]1[C:3]([F:23])=[CH:4][C:5]([Cl:22])=[C:6]([C:8]2[C:9](=[O:21])[N:10]([CH2:19][CH3:20])[C:11]3[C:16]([CH:17]=2)=[CH:15][N:14]=[C:13](Cl)[CH:12]=3)[CH:7]=1.[CH3:24][O:25][CH2:26][CH2:27][NH2:28]. Product: [NH2:1][C:2]1[C:3]([F:23])=[CH:4][C:5]([Cl:22])=[C:6]([C:8]2[C:9](=[O:21])[N:10]([CH2:19][CH3:20])[C:11]3[C:16]([CH:17]=2)=[CH:15][N:14]=[C:13]([NH:28][CH2:27][CH2:26][O:25][CH3:24])[CH:12]=3)[CH:7]=1. The catalyst class is: 6. (2) Reactant: Cl.[CH:2]1([C:7]2[CH:11]=[C:10]([NH:12][C:13]3[C:14]4[CH2:29][CH2:28][CH2:27][C:15]=4[N:16]=[C:17]([N:19]4[CH2:23][CH2:22][CH2:21][C@H:20]4[C:24]([OH:26])=O)[N:18]=3)[NH:9][N:8]=2)[CH2:6][CH2:5][CH2:4][CH2:3]1.Cl.[CH3:31][NH:32][CH3:33].CCN=C=NCCCN(C)C.Cl.C1C=CC2N(O)N=NC=2C=1.CCN(C(C)C)C(C)C. Product: [CH:2]1([C:7]2[CH:11]=[C:10]([NH:12][C:13]3[C:14]4[CH2:29][CH2:28][CH2:27][C:15]=4[N:16]=[C:17]([N:19]4[CH2:23][CH2:22][CH2:21][C@H:20]4[C:24]([N:32]([CH3:33])[CH3:31])=[O:26])[N:18]=3)[NH:9][N:8]=2)[CH2:6][CH2:5][CH2:4][CH2:3]1. The catalyst class is: 18.